This data is from Forward reaction prediction with 1.9M reactions from USPTO patents (1976-2016). The task is: Predict the product of the given reaction. (1) Given the reactants [CH:1]1([NH:7][C:8]([C:10]2[C:11]([SH:16])=[N:12][CH:13]=[CH:14][CH:15]=2)=[O:9])[CH2:6][CH2:5][CH2:4][CH2:3][CH2:2]1.[N:17]1[CH:22]=[CH:21][CH:20]=[C:19]([CH2:23][CH2:24]O)[CH:18]=1.C1(P(C2C=CC=CC=2)C2C=CC=CC=2)C=CC=CC=1.CC(OC(/N=N/C(OC(C)C)=O)=O)C, predict the reaction product. The product is: [CH:1]1([NH:7][C:8]([C:10]2[C:11]([S:16][CH2:24][CH2:23][C:19]3[CH:18]=[N:17][CH:22]=[CH:21][CH:20]=3)=[N:12][CH:13]=[CH:14][CH:15]=2)=[O:9])[CH2:2][CH2:3][CH2:4][CH2:5][CH2:6]1. (2) Given the reactants [Cl:1][C:2]1[CH:7]=[CH:6][C:5]([S:8]([NH:11][CH:12]([C:14]2[C:18](I)=[C:17]([CH2:20][CH3:21])[O:16][N:15]=2)[CH3:13])(=[O:10])=[O:9])=[CH:4][CH:3]=1.[CH3:22][Si:23]([C:26]#[CH:27])([CH3:25])[CH3:24].CN(C)C=O, predict the reaction product. The product is: [Cl:1][C:2]1[CH:7]=[CH:6][C:5]([S:8]([NH:11][CH:12]([C:14]2[C:18]([C:27]#[C:26][Si:23]([CH3:25])([CH3:24])[CH3:22])=[C:17]([CH2:20][CH3:21])[O:16][N:15]=2)[CH3:13])(=[O:10])=[O:9])=[CH:4][CH:3]=1. (3) Given the reactants [Br:1][C:2]1[CH:7]=[CH:6][C:5]([CH:8]([C:19]2[CH:24]=[CH:23][CH:22]=[CH:21][C:20]=2[CH3:25])[CH2:9][C:10]([C:12]2[CH:17]=[CH:16][NH:15][C:14](=[O:18])[CH:13]=2)=[O:11])=[CH:4][CH:3]=1.[C:26](=O)([O-])[O-].[K+].[K+].CI.O, predict the reaction product. The product is: [Br:1][C:2]1[CH:3]=[CH:4][C:5]([CH:8]([C:19]2[CH:24]=[CH:23][CH:22]=[CH:21][C:20]=2[CH3:25])[CH2:9][C:10]([C:12]2[CH:17]=[CH:16][N:15]([CH3:26])[C:14](=[O:18])[CH:13]=2)=[O:11])=[CH:6][CH:7]=1. (4) Given the reactants [F:1][C:2]([F:24])([F:23])[S:3][C:4]1[CH:9]=[CH:8][C:7]([C:10]#[C:11][C:12]2[CH:17]=[CH:16][C:15]([S:18][C:19]([F:22])([F:21])[F:20])=[CH:14][CH:13]=2)=[CH:6][CH:5]=1, predict the reaction product. The product is: [F:21][C:19]([F:20])([F:22])[S:18][C:15]1[CH:14]=[CH:13][C:12]([CH2:11][CH2:10][C:7]2[CH:8]=[CH:9][C:4]([S:3][C:2]([F:24])([F:23])[F:1])=[CH:5][CH:6]=2)=[CH:17][CH:16]=1. (5) Given the reactants [CH2:1]([O:3][C:4](=[O:26])[CH2:5][C:6]1[C:11]([C:12]#[N:13])=[C:10]([C:14]2[CH:22]=[CH:21][C:17]3[O:18][CH2:19][O:20][C:16]=3[CH:15]=2)[C:9]([C:23]#[N:24])=[C:8]([NH2:25])[N:7]=1)[CH3:2].[H-].[Na+].[CH3:29]I.O, predict the reaction product. The product is: [NH2:25][C:8]1[N:7]=[C:6]([CH:5]([CH3:29])[C:4]([O:3][CH2:1][CH3:2])=[O:26])[C:11]([C:12]#[N:13])=[C:10]([C:14]2[CH:22]=[CH:21][C:17]3[O:18][CH2:19][O:20][C:16]=3[CH:15]=2)[C:9]=1[C:23]#[N:24]. (6) Given the reactants [NH2:1][C:2]1[C:7]([CH2:8][OH:9])=[C:6]([C:10]2[CH:11]=[CH:12][C:13]([NH:17][CH2:18][CH3:19])=[C:14]([OH:16])[CH:15]=2)[CH:5]=[C:4]([C:20]2[C:25]([O:26]CC3C=CC(OC)=CC=3)=[CH:24][CH:23]=[CH:22][C:21]=2[O:36][CH2:37][CH:38]2[CH2:40][CH2:39]2)[N:3]=1.Cl, predict the reaction product. The product is: [NH2:1][C:2]1[N:3]=[C:4]([C:20]2[C:21]([O:36][CH2:37][CH:38]3[CH2:40][CH2:39]3)=[CH:22][CH:23]=[CH:24][C:25]=2[OH:26])[CH:5]=[C:6]([C:10]2[CH:11]=[CH:12][C:13]([NH:17][CH2:18][CH3:19])=[C:14]([OH:16])[CH:15]=2)[C:7]=1[CH2:8][OH:9].